Dataset: Full USPTO retrosynthesis dataset with 1.9M reactions from patents (1976-2016). Task: Predict the reactants needed to synthesize the given product. (1) Given the product [OH:1][C:2]1[C:11]2[C:6](=[CH:7][CH:8]=[CH:9][CH:10]=2)[C@:5]([CH3:17])([CH2:12][CH2:13][CH:14]([CH3:15])[CH3:16])[C:4](=[O:18])[CH:3]=1, predict the reactants needed to synthesize it. The reactants are: [OH:1][C:2]1[C:11]2[C:6](=[CH:7][CH:8]=[CH:9][CH:10]=2)[C@:5]([CH3:17])([CH2:12][CH2:13][CH:14]([CH3:16])[CH3:15])[C:4](=[O:18])[C:3]=1C(OCC)=O.Cl. (2) The reactants are: [NH2:1][C@@H:2]1[C:11]2[C:6](=[CH:7][CH:8]=[CH:9][CH:10]=2)[C@@H:5]([OH:12])[CH2:4][CH2:3]1.[H-].[Na+].F[C:16]1[CH:17]=[CH:18][C:19]2[N:20]([C:22]([C@@H:25]3[CH2:29][CH2:28][CH2:27][N:26]3[CH3:30])=[N:23][N:24]=2)[CH:21]=1.N. Given the product [CH3:30][N:26]1[CH2:27][CH2:28][CH2:29][C@H:25]1[C:22]1[N:20]2[CH:21]=[C:16]([O:12][C@@H:5]3[C:6]4[C:11](=[CH:10][CH:9]=[CH:8][CH:7]=4)[C@@H:2]([NH2:1])[CH2:3][CH2:4]3)[CH:17]=[CH:18][C:19]2=[N:24][N:23]=1, predict the reactants needed to synthesize it. (3) Given the product [C:13]([NH:12][C:9]1[CH:8]=[CH:7][C:6]([O:5][C:1]([N:45]2[CH2:46][CH2:47][N:42]([C:37]3[CH:38]=[CH:39][CH:40]=[CH:41][N:36]=3)[CH2:43][CH2:44]2)=[O:2])=[N:11][CH:10]=1)(=[O:20])[C:14]1[CH:19]=[CH:18][CH:17]=[CH:16][CH:15]=1, predict the reactants needed to synthesize it. The reactants are: [C:1](Cl)(Cl)=[O:2].[OH:5][C:6]1[N:11]=[CH:10][C:9]([NH:12][C:13](=[O:20])[C:14]2[CH:19]=[CH:18][CH:17]=[CH:16][CH:15]=2)=[CH:8][CH:7]=1.C(N(CC)CC)C.N12CCN(CC1)CC2.[N:36]1[CH:41]=[CH:40][CH:39]=[CH:38][C:37]=1[N:42]1[CH2:47][CH2:46][NH:45][CH2:44][CH2:43]1. (4) Given the product [Cl:1][C:2]1[C:10]([O:11][CH2:29][CH2:30][CH2:31][OH:32])=[C:9]2[C:5]([C:6]3[CH:15]=[C:14]([CH3:16])[CH:13]=[N:12][C:7]=3[NH:8]2)=[C:4]([C:17]2[CH:22]=[CH:21][CH:20]=[C:19]([S:23]([CH2:26][CH3:27])(=[O:24])=[O:25])[CH:18]=2)[CH:3]=1, predict the reactants needed to synthesize it. The reactants are: [Cl:1][C:2]1[C:10]([OH:11])=[C:9]2[C:5]([C:6]3[CH:15]=[C:14]([CH3:16])[CH:13]=[N:12][C:7]=3[NH:8]2)=[C:4]([C:17]2[CH:22]=[CH:21][CH:20]=[C:19]([S:23]([CH2:26][CH3:27])(=[O:25])=[O:24])[CH:18]=2)[CH:3]=1.Br[CH2:29][CH2:30][CH2:31][OH:32].C(S(C1C=C(C2C=CC(OCCCN(C)C)=C3C=2C2C=C(C)C=NC=2N3)C=CC=1)(=O)=O)C.